This data is from Antibody developability classification from SAbDab with 2,409 antibodies. The task is: Regression/Classification. Given an antibody's heavy chain and light chain sequences, predict its developability. TAP uses regression for 5 developability metrics; SAbDab uses binary classification. (1) The antibody is ['2a6i', 'DIQMTQTTSSLSASLGDRVTISCRASQDISNYLNWYQQKPDGTVKLLIYYTSRLHSGVPSRFSGSGSGTDYSLTISNLEQEDIATYFCQQGNTLPRTFGGGTKLEIK']. Result: 0 (not developable). (2) The antibody is ['EVKLVESRGGLVKPGGSLQLSCAASGFTFSGYAMSWFRLTPEKRLEWVASIYNGFRIHYLDSVKGRFTISSDYARNILYLQMSTLRSEDTAMYYCSRGDAYSRYFDVWGAGTTVTVSA', 'EVVMTQSPLSLPVSLGDQASISCRSSQSLVHSNGNTYLHWYLQKPGQSPKLLIYKVSNRFSGVPDRFSGSGSGTDFTLKISRVEAEDLGVYFCSQSTHVPPLTFGAGTKLELK']. Result: 0 (not developable). (3) The antibody is ['EVQLVESGGGLVQPGGSLRLSCAASGFTFLGYGIHWVRQAPGKGLEWVGWISPAGGSTDYADSVKGRFTISADTSKNTAYLQMNSLRAEDTAVYYCARGPFSPWVMDYWGQGTLVTVSS', 'DIQMTQSPSSLSASVGDRVTITCRASQDVSTAVAWYQQKPGKAPKLLIYSASFLYSGVPSRFSGSGSGTDFTLTISSLQPEDFATYYCQQFPTYLPTFGQGTKVEIK']. Result: 0 (not developable). (4) Result: 0 (not developable). The antibody is ['EVKLLESGGGLVQPGGSMKLSCVASGFTFSIFWMNWVRQSPEKGLEWVAEVRLKSNNYATHYAESVKGRFTISRDDSKSGVYLQMNNLRAEDTGIYYCTRGYYGSNYGEYWGQGTTLTVSS', 'DVVMTQSPSSLSVTIGQPASISCKSSQSLLDSDGGTYLNWLLQRPGQSPKRLIYLVSKLDSGVPDRFTGSGSGTDFTLKISRVEAEDLGIYYCWQGAHFPYTFGGGTKLEIK'].